Dataset: Peptide-MHC class II binding affinity with 134,281 pairs from IEDB. Task: Regression. Given a peptide amino acid sequence and an MHC pseudo amino acid sequence, predict their binding affinity value. This is MHC class II binding data. (1) The peptide sequence is KNQCEMNHVNSMHLM. The MHC is DRB1_0101 with pseudo-sequence DRB1_0101. The binding affinity (normalized) is 0.899. (2) The peptide sequence is SQSLELSWNLNGLQAY. The MHC is DRB1_0401 with pseudo-sequence DRB1_0401. The binding affinity (normalized) is 0.179. (3) The peptide sequence is KALYDLQRSAMVYSS. The MHC is DRB1_0101 with pseudo-sequence DRB1_0101. The binding affinity (normalized) is 0.871. (4) The peptide sequence is NIKYTRPGDSLAEVE. The MHC is HLA-DQA10501-DQB10301 with pseudo-sequence HLA-DQA10501-DQB10301. The binding affinity (normalized) is 0.567. (5) The peptide sequence is ADEKKFWGKYLYEIA. The MHC is HLA-DPA10103-DPB10401 with pseudo-sequence HLA-DPA10103-DPB10401. The binding affinity (normalized) is 1.00. (6) The peptide sequence is LAWLVQASANSAAMA. The MHC is DRB1_0301 with pseudo-sequence DRB1_0301. The binding affinity (normalized) is 0.363.